This data is from Forward reaction prediction with 1.9M reactions from USPTO patents (1976-2016). The task is: Predict the product of the given reaction. Given the reactants Cl.[N:2]1([C:8]([C:10]2([C:16]#[N:17])[CH2:15][CH2:14][NH:13][CH2:12][CH2:11]2)=[O:9])[CH2:7][CH2:6][O:5][CH2:4][CH2:3]1.[CH2:18]([S:21](Cl)(=[O:23])=[O:22])[CH2:19][CH3:20].[OH-].[Na+], predict the reaction product. The product is: [N:2]1([C:8]([C:10]2([C:16]#[N:17])[CH2:15][CH2:14][N:13]([S:21]([CH2:18][CH2:19][CH3:20])(=[O:23])=[O:22])[CH2:12][CH2:11]2)=[O:9])[CH2:3][CH2:4][O:5][CH2:6][CH2:7]1.